The task is: Predict which catalyst facilitates the given reaction.. This data is from Catalyst prediction with 721,799 reactions and 888 catalyst types from USPTO. (1) Reactant: OC1C(=O)NN=C(CCC2C=CC=CC=2)C=1.C([O:24][C:25]1[N:26]=[N:27][C:28]([CH2:39][C:40]2[CH:45]=[CH:44][C:43]([Cl:46])=[CH:42][CH:41]=2)=[CH:29][C:30]=1[O:31]CC1C=CC=CC=1)C1C=CC=CC=1.C(OCC)(=O)C. Product: [Cl:46][C:43]1[CH:42]=[CH:41][C:40]([CH2:39][C:28]2[CH:29]=[C:30]([OH:31])[C:25](=[O:24])[NH:26][N:27]=2)=[CH:45][CH:44]=1. The catalyst class is: 7. (2) Reactant: [CH3:1][O:2][C:3]1[CH:4]=[C:5]([OH:11])[CH:6]=[CH:7][C:8]=1[O:9][CH3:10].CCN(C(C)C)C(C)C.[CH3:21][O:22][CH2:23]Cl. Product: [CH3:10][O:9][C:8]1[CH:7]=[CH:6][C:5]([O:11][CH2:21][O:22][CH3:23])=[CH:4][C:3]=1[O:2][CH3:1]. The catalyst class is: 2. (3) Reactant: CC1(C)C(C)(C)OB([C:9]2[CH:21]=[CH:20][C:12]3[N:13]=[C:14]([NH:16][C:17](=[O:19])[CH3:18])[S:15][C:11]=3[CH:10]=2)O1.[F:23][C:24]1[CH:29]=[CH:28][C:27]([S:30]([N:33]([C:44]2[C:45]([Cl:51])=[N:46][CH:47]=[C:48](Br)[CH:49]=2)S(C2C=CC(F)=CC=2)(=O)=O)(=[O:32])=[O:31])=[CH:26][CH:25]=1.C([O-])([O-])=O.[Na+].[Na+]. Product: [Cl:51][C:45]1[N:46]=[CH:47][C:48]([C:9]2[CH:21]=[CH:20][C:12]3[N:13]=[C:14]([NH:16][C:17](=[O:19])[CH3:18])[S:15][C:11]=3[CH:10]=2)=[CH:49][C:44]=1[NH:33][S:30]([C:27]1[CH:28]=[CH:29][C:24]([F:23])=[CH:25][CH:26]=1)(=[O:32])=[O:31]. The catalyst class is: 505. (4) Reactant: S(Cl)(Cl)=O.CC1C=CC(C)=CC=1C(O)=O.CC1C=CC(C)=CC=1C(Cl)=O.[CH3:27][C:28]1[CH:33]=[CH:32][C:31]([CH3:34])=[CH:30][C:29]=1[C:35]([N:37]=[C:38]=[S:39])=[O:36].[Cl:40][C:41]1[CH:42]=[C:43]([CH:45]=[CH:46][C:47]=1[O:48][C:49]1[C:58]2[C:53](=[CH:54][C:55]([O:61][CH3:62])=[C:56]([O:59][CH3:60])[CH:57]=2)[N:52]=[CH:51][CH:50]=1)[NH2:44]. Product: [Cl:40][C:41]1[CH:42]=[C:43]([NH:44][C:38]([NH:37][C:35](=[O:36])[C:29]2[CH:30]=[C:31]([CH3:34])[CH:32]=[CH:33][C:28]=2[CH3:27])=[S:39])[CH:45]=[CH:46][C:47]=1[O:48][C:49]1[C:58]2[C:53](=[CH:54][C:55]([O:61][CH3:62])=[C:56]([O:59][CH3:60])[CH:57]=2)[N:52]=[CH:51][CH:50]=1. The catalyst class is: 548. (5) The catalyst class is: 348. Reactant: [F:1][C:2]1[CH:16]=[CH:15][C:5]2[C:6](=[O:14])[NH:7][C:8]3[C:13]([C:4]=2[CH:3]=1)=[CH:12][N:11]=[CH:10][CH:9]=3.CC(C)([O-])C.[K+].Br[CH2:24][C:25](=[O:30])[C:26]([CH3:29])([CH3:28])[CH3:27]. Product: [CH3:27][C:26]([CH3:29])([CH3:28])[C:25](=[O:30])[CH2:24][N:7]1[C:8]2[C:13](=[CH:12][N:11]=[CH:10][CH:9]=2)[C:4]2[CH:3]=[C:2]([F:1])[CH:16]=[CH:15][C:5]=2[C:6]1=[O:14]. (6) Reactant: C(N(CC)CC)C.[Cl:8][C:9]1[CH:14]=[CH:13][C:12]([C:15]2[CH:16]=[CH:17][C:18]([C:21]#[C:22][C:23]3[CH:24]=[C:25]4[C:29](=[CH:30][CH:31]=3)[N:28]([CH2:32][CH2:33][OH:34])[CH:27]=[CH:26]4)=[N:19][CH:20]=2)=[CH:11][CH:10]=1.[CH3:35][S:36](Cl)(=[O:38])=[O:37]. Product: [CH3:35][S:36]([O:34][CH2:33][CH2:32][N:28]1[C:29]2[C:25](=[CH:24][C:23]([C:22]#[C:21][C:18]3[CH:17]=[CH:16][C:15]([C:12]4[CH:11]=[CH:10][C:9]([Cl:8])=[CH:14][CH:13]=4)=[CH:20][N:19]=3)=[CH:31][CH:30]=2)[CH:26]=[CH:27]1)(=[O:38])=[O:37]. The catalyst class is: 859. (7) The catalyst class is: 5. Product: [Cl:1][C:2]1[CH:3]=[C:4]([NH:9][C:10]2[N:14]=[C:13]([NH:15][CH2:28][C:25]3[CH:26]=[CH:27][C:22]([C:21]([O:20][C:16]([CH3:17])([CH3:19])[CH3:18])=[O:30])=[CH:23][CH:24]=3)[NH:12][N:11]=2)[CH:5]=[C:6]([Cl:8])[CH:7]=1. Reactant: [Cl:1][C:2]1[CH:3]=[C:4]([NH:9][C:10]2[N:14]=[C:13]([NH2:15])[NH:12][N:11]=2)[CH:5]=[C:6]([Cl:8])[CH:7]=1.[C:16]([O:20][C:21](=[O:30])[C:22]1[CH:27]=[CH:26][C:25]([CH:28]=O)=[CH:24][CH:23]=1)([CH3:19])([CH3:18])[CH3:17].[BH4-].[Na+]. (8) Reactant: C(OC([N:11]1[CH2:16][CH2:15][CH:14]([NH:17][C:18]([O:20][C:21]([CH3:24])([CH3:23])[CH3:22])=[O:19])[CH:13]([O:25][Si:26]([C:29]([CH3:32])([CH3:31])[CH3:30])([CH3:28])[CH3:27])[CH2:12]1)=O)C1C=CC=CC=1. Product: [C:21]([O:20][C:18](=[O:19])[NH:17][CH:14]1[CH2:15][CH2:16][NH:11][CH2:12][CH:13]1[O:25][Si:26]([C:29]([CH3:32])([CH3:31])[CH3:30])([CH3:27])[CH3:28])([CH3:24])([CH3:22])[CH3:23]. The catalyst class is: 105. (9) Reactant: [CH2:1]([C:5]1[CH:11]=[CH:10][C:8]([NH2:9])=[CH:7][CH:6]=1)[CH:2]([CH3:4])C.Cl[C:13]([O:15][C:16]1[CH:21]=[CH:20][CH:19]=[CH:18][CH:17]=1)=[O:14].[CH3:22]COC(C)=O.CCCCCC. Product: [C:16]1([O:15][C:13](=[O:14])[NH:9][C:8]2[CH:7]=[CH:6][C:5]([CH:1]([CH2:2][CH3:4])[CH3:22])=[CH:11][CH:10]=2)[CH:21]=[CH:20][CH:19]=[CH:18][CH:17]=1. The catalyst class is: 17.